Dataset: Forward reaction prediction with 1.9M reactions from USPTO patents (1976-2016). Task: Predict the product of the given reaction. (1) Given the reactants [CH3:1][C:2]1[N:3]=[CH:4][O:5][CH:6]=1.C([Li])CCC.[F:12][C:13]1[C:14]([NH:23][C:24]2[CH:29]=[CH:28][C:27]([I:30])=[CH:26][C:25]=2[F:31])=[C:15]([CH:19]=[CH:20][C:21]=1[F:22])[C:16](Cl)=[O:17], predict the reaction product. The product is: [F:12][C:13]1[C:14]([NH:23][C:24]2[CH:29]=[CH:28][C:27]([I:30])=[CH:26][C:25]=2[F:31])=[C:15]([C:16]([C:4]2[O:5][CH:6]=[C:2]([CH3:1])[N:3]=2)=[O:17])[CH:19]=[CH:20][C:21]=1[F:22]. (2) Given the reactants [F:1][C:2]1[CH:3]=[C:4]([N+:9]([O-:11])=[O:10])[CH:5]=[CH:6][C:7]=1F.C[C:13]1[NH:14][CH:15]=[CH:16][N:17]=1.[CH:18](N(CC)C(C)C)(C)C, predict the reaction product. The product is: [F:1][C:2]1[CH:3]=[C:4]([N+:9]([O-:11])=[O:10])[CH:5]=[CH:6][C:7]=1[N:17]1[CH:16]=[C:15]([CH3:18])[N:14]=[CH:13]1.